From a dataset of Peptide-MHC class I binding affinity with 185,985 pairs from IEDB/IMGT. Regression. Given a peptide amino acid sequence and an MHC pseudo amino acid sequence, predict their binding affinity value. This is MHC class I binding data. (1) The peptide sequence is TCDWTNAGDY. The MHC is HLA-A29:02 with pseudo-sequence HLA-A29:02. The binding affinity (normalized) is 0.296. (2) The peptide sequence is RPRLHSISF. The MHC is HLA-A26:01 with pseudo-sequence HLA-A26:01. The binding affinity (normalized) is 0.0847. (3) The peptide sequence is NAWVKLIEEKK. The MHC is Mamu-B08 with pseudo-sequence Mamu-B08. The binding affinity (normalized) is 0. (4) The peptide sequence is GRATICGKY. The MHC is HLA-B27:05 with pseudo-sequence HLA-B27:05. The binding affinity (normalized) is 0.556. (5) The peptide sequence is ATRAVMMGL. The MHC is HLA-B08:01 with pseudo-sequence HLA-B08:01. The binding affinity (normalized) is 0.0847. (6) The peptide sequence is LWSYNAELL. The MHC is HLA-A01:01 with pseudo-sequence HLA-A01:01. The binding affinity (normalized) is 0. (7) The MHC is HLA-A01:01 with pseudo-sequence HLA-A01:01. The peptide sequence is GPATAQMAL. The binding affinity (normalized) is 0.0847.